From a dataset of Forward reaction prediction with 1.9M reactions from USPTO patents (1976-2016). Predict the product of the given reaction. (1) Given the reactants [Br:1][C:2]1[CH:7]=[CH:6][N:5]=[C:4]2[NH:8][CH:9]=[CH:10][C:3]=12.[H-].[Na+].[CH3:13][Si:14]([CH3:21])([CH3:20])[CH2:15][CH2:16][O:17][CH2:18]Cl, predict the reaction product. The product is: [Br:1][C:2]1[CH:7]=[CH:6][N:5]=[C:4]2[N:8]([CH2:18][O:17][CH2:16][CH2:15][Si:14]([CH3:21])([CH3:20])[CH3:13])[CH:9]=[CH:10][C:3]=12. (2) The product is: [CH:17]1([N:16]2[C:15]3[C:14]4[CH:13]=[CH:12][CH:11]=[C:10]([O:22][CH3:23])[C:9]=4[N:8]=[CH:7][C:6]=3[C:4](=[O:5])[N:24]([C:27]3[CH:32]=[CH:31][C:30]([CH3:33])=[C:29]([CH3:34])[CH:28]=3)[C:25]2=[O:26])[CH2:21][CH2:20][CH2:19][CH2:18]1. Given the reactants C(O[C:4]([C:6]1[CH:7]=[N:8][C:9]2[C:14]([C:15]=1[NH:16][CH:17]1[CH2:21][CH2:20][CH2:19][CH2:18]1)=[CH:13][CH:12]=[CH:11][C:10]=2[O:22][CH3:23])=[O:5])C.[N:24]([C:27]1[CH:32]=[CH:31][C:30]([CH3:33])=[C:29]([CH3:34])[CH:28]=1)=[C:25]=[O:26], predict the reaction product. (3) Given the reactants Cl.Cl.[NH:3]1[C:11]2[C:6](=[CH:7][C:8]([C:12]3[C:20]4[C:15](=[N:16][CH:17]=[N:18][C:19]=4[NH2:21])[N:14]([CH3:22])[N:13]=3)=[CH:9][CH:10]=2)[CH2:5][CH2:4]1.[F:23][C:24]1[C:25]([CH3:34])=[C:26]([CH2:30][C:31](O)=[O:32])[CH:27]=[CH:28][CH:29]=1.CN(C(ON1N=NC2C=CC=NC1=2)=[N+](C)C)C.F[P-](F)(F)(F)(F)F.CCN(C(C)C)C(C)C, predict the reaction product. The product is: [F:23][C:24]1[C:25]([CH3:34])=[C:26]([CH2:30][C:31]([N:3]2[C:11]3[C:6](=[CH:7][C:8]([C:12]4[C:20]5[C:15](=[N:16][CH:17]=[N:18][C:19]=5[NH2:21])[N:14]([CH3:22])[N:13]=4)=[CH:9][CH:10]=3)[CH2:5][CH2:4]2)=[O:32])[CH:27]=[CH:28][CH:29]=1.